This data is from Full USPTO retrosynthesis dataset with 1.9M reactions from patents (1976-2016). The task is: Predict the reactants needed to synthesize the given product. (1) Given the product [C:39]([O:38][C:36](=[O:37])[NH:30][CH2:31][CH2:32][C:33]([NH:47][NH:46][C:43](=[O:45])[CH3:44])=[O:35])([CH3:42])([CH3:41])[CH3:40], predict the reactants needed to synthesize it. The reactants are: CCN=C=NCCCN(C)C.Cl.C1C=CC2N(O)N=NC=2C=1.C(N(CC)CC)C.[NH:30]([C:36]([O:38][C:39]([CH3:42])([CH3:41])[CH3:40])=[O:37])[CH2:31][CH2:32][C:33]([OH:35])=O.[C:43]([NH:46][NH2:47])(=[O:45])[CH3:44]. (2) Given the product [CH2:9]([O:16][C:17]1[CH:22]=[CH:21][N:20]([C:23]2[S:24][C:25]([C:29]([NH:8][CH2:7][C:5]3[N:6]=[C:2]([CH3:1])[S:3][CH:4]=3)=[O:30])=[C:26]([CH3:28])[N:27]=2)[C:19](=[O:32])[CH:18]=1)[C:10]1[CH:15]=[CH:14][CH:13]=[CH:12][CH:11]=1, predict the reactants needed to synthesize it. The reactants are: [CH3:1][C:2]1[S:3][CH:4]=[C:5]([CH2:7][NH2:8])[N:6]=1.[CH2:9]([O:16][C:17]1[CH:22]=[CH:21][N:20]([C:23]2[S:24][C:25]([C:29](O)=[O:30])=[C:26]([CH3:28])[N:27]=2)[C:19](=[O:32])[CH:18]=1)[C:10]1[CH:15]=[CH:14][CH:13]=[CH:12][CH:11]=1. (3) Given the product [Cl:1][CH2:2][C:3]([NH:5][C:6]1[CH:11]=[C:10]([N:12]2[CH:16]=[CH:15][CH:14]=[N:13]2)[N:9]=[C:8]([C:17]2[O:18][CH:19]=[N:24][C:21]=2[CH3:20])[N:7]=1)=[O:4], predict the reactants needed to synthesize it. The reactants are: [Cl:1][CH2:2][C:3]([NH:5][C:6]1[CH:11]=[C:10]([N:12]2[CH:16]=[CH:15][CH:14]=[N:13]2)[N:9]=[C:8]([C:17]2[O:18][CH:19]=[CH:20][CH:21]=2)[N:7]=1)=[O:4].CC1[N:24]=COC=1C1N=C(N)C=C(N2C=CC=N2)N=1. (4) Given the product [C:1]([N:4]1[CH2:8][CH2:7][CH2:6][CH:5]1[C:9]1[CH:14]=[CH:13][N:12]=[C:11]([C:15]2[S:20][C:19]3[CH:21]=[CH:22][CH:23]=[CH:24][C:18]=3[C:17](=[O:25])[N:16]=2)[CH:10]=1)(=[O:3])[CH3:2], predict the reactants needed to synthesize it. The reactants are: [C:1]([N:4]1[CH2:8][CH2:7][CH2:6][CH:5]1[C:9]1[CH:14]=[CH:13][N:12]=[C:11]([C:15]#[N:16])[CH:10]=1)(=[O:3])[CH3:2].[C:17](OC)(=[O:25])[C:18]1[C:19](=[CH:21][CH:22]=[CH:23][CH:24]=1)[SH:20].C(N(CC)CC)C. (5) Given the product [Cl:26][C:23]1[CH:24]=[CH:25][C:20]([C:19]([N:17]([CH3:18])[C:12]2[CH:13]=[CH:14][CH:15]=[CH:16][C:11]=2[O:10][CH2:9][CH2:8][CH2:7][C:6]([OH:37])=[O:5])=[O:36])=[CH:21][C:22]=1[C:27]1[CH:28]=[N:29][C:30]([C:34]#[N:35])=[CH:31][C:32]=1[CH3:33], predict the reactants needed to synthesize it. The reactants are: C([O:5][C:6](=[O:37])[CH2:7][CH2:8][CH2:9][O:10][C:11]1[CH:16]=[CH:15][CH:14]=[CH:13][C:12]=1[N:17]([C:19](=[O:36])[C:20]1[CH:25]=[CH:24][C:23]([Cl:26])=[C:22]([C:27]2[CH:28]=[N:29][C:30]([C:34]#[N:35])=[CH:31][C:32]=2[CH3:33])[CH:21]=1)[CH3:18])(C)(C)C. (6) Given the product [Br:1][C:2]1[CH:6]=[C:5]([N:12]2[CH2:17][CH2:16][O:15][CH2:14][CH2:13]2)[N:4]([CH3:18])[N:3]=1, predict the reactants needed to synthesize it. The reactants are: [Br:1][C:2]1[C:6](C(OCC)=O)=[C:5]([N:12]2[CH2:17][CH2:16][O:15][CH2:14][CH2:13]2)[N:4]([CH3:18])[N:3]=1.[OH-].[Na+].S(=O)(=O)(O)O. (7) Given the product [CH3:1][O:2][C:3]1[C:4](=[O:28])[C:5]([C:24]([OH:26])=[O:25])=[N:6][N:7]([C:9]2[C:22]([F:23])=[CH:21][C:12]3[O:13][C:14]([F:20])([F:19])[C:15]([F:18])([F:17])[O:16][C:11]=3[CH:10]=2)[CH:8]=1, predict the reactants needed to synthesize it. The reactants are: [CH3:1][O:2][C:3]1[C:4](=[O:28])[C:5]([C:24]([O:26]C)=[O:25])=[N:6][N:7]([C:9]2[C:22]([F:23])=[CH:21][C:12]3[O:13][C:14]([F:20])([F:19])[C:15]([F:18])([F:17])[O:16][C:11]=3[CH:10]=2)[CH:8]=1.[OH-].[Na+].Cl.